Dataset: Full USPTO retrosynthesis dataset with 1.9M reactions from patents (1976-2016). Task: Predict the reactants needed to synthesize the given product. (1) Given the product [ClH:25].[NH2:32][CH2:31][CH2:30][N:28]([CH3:29])[C:26]([C:10]1[N:9]([CH2:2][C:3]2[CH:4]=[CH:5][CH:6]=[CH:7][CH:8]=2)[C:13]([C:14]([F:16])([F:17])[F:15])=[C:12]([CH3:18])[C:11]=1[C:19]1[CH:20]=[CH:21][C:22]([Cl:25])=[CH:23][CH:24]=1)=[O:27], predict the reactants needed to synthesize it. The reactants are: Cl.[CH2:2]([N:9]1[C:13]([C:14]([F:17])([F:16])[F:15])=[C:12]([CH3:18])[C:11]([C:19]2[CH:24]=[CH:23][C:22]([Cl:25])=[CH:21][CH:20]=2)=[C:10]1[C:26]([N:28]([CH2:30][CH2:31][NH:32]C(=O)OC(C)(C)C)[CH3:29])=[O:27])[C:3]1[CH:8]=[CH:7][CH:6]=[CH:5][CH:4]=1. (2) Given the product [Cl:1][C:2]1[CH:7]=[C:6]([F:8])[CH:5]=[CH:4][C:3]=1[C@@H:9]1[CH2:23][C:13]2[N:14]=[C:15]([C:17]3[CH:22]=[CH:21][CH:20]=[CH:19][N:18]=3)[O:16][C:12]=2[CH2:11][CH2:10]1, predict the reactants needed to synthesize it. The reactants are: [Cl:1][C:2]1[CH:7]=[C:6]([F:8])[CH:5]=[CH:4][C:3]=1[CH:9]1[CH2:23][C:13]2[N:14]=[C:15]([C:17]3[CH:22]=[CH:21][CH:20]=[CH:19][N:18]=3)[O:16][C:12]=2[CH2:11][CH2:10]1.C(=O)=O.C(N)(C)C. (3) Given the product [CH2:23]([C:27]1[S:28][CH:29]=[C:30]([C:32]([N:34]2[CH2:39][C:38]3([CH2:40][CH2:41][N:42]([CH2:45][C:46]4[C:47]([F:55])=[C:48]([CH2:52][CH:53]=[O:54])[CH:49]=[CH:50][CH:51]=4)[CH2:43][CH2:44]3)[O:37][CH2:36][CH2:35]2)=[O:33])[N:31]=1)[CH2:24][CH2:25][CH3:26], predict the reactants needed to synthesize it. The reactants are: CC(OI1(OC(C)=O)(OC(C)=O)OC(=O)C2C=CC=CC1=2)=O.[CH2:23]([C:27]1[S:28][CH:29]=[C:30]([C:32]([N:34]2[CH2:39][C:38]3([CH2:44][CH2:43][N:42]([CH2:45][C:46]4[CH:51]=[CH:50][CH:49]=[C:48]([CH2:52][CH2:53][OH:54])[C:47]=4[F:55])[CH2:41][CH2:40]3)[O:37][CH2:36][CH2:35]2)=[O:33])[N:31]=1)[CH2:24][CH2:25][CH3:26].FC(F)(F)C(O)=O.S([O-])([O-])(=O)=S.[Na+].[Na+].C(=O)(O)[O-].[Na+]. (4) Given the product [OH:53][CH:23]([C:22]([CH3:55])([CH3:54])[CH2:21][OH:20])[CH2:24][N:25]1[C:30](=[O:31])[C:29]2[CH:32]=[C:33]([CH2:35][CH3:36])[S:34][C:28]=2[N:27]([CH2:37][C:38]2[CH:43]=[CH:42][C:41]([C:44]3[CH:49]=[CH:48][CH:47]=[CH:46][C:45]=3[C:50]3[NH:3][C:4](=[O:7])[O:5][N:51]=3)=[CH:40][CH:39]=2)[C:26]1=[O:52], predict the reactants needed to synthesize it. The reactants are: [Cl-].O[NH3+:3].[C:4](=[O:7])([O-])[OH:5].[Na+].CS(C)=O.[Si]([O:20][CH2:21][C:22]([CH3:55])([CH3:54])[CH:23]([OH:53])[CH2:24][N:25]1[C:30](=[O:31])[C:29]2[CH:32]=[C:33]([CH2:35][CH3:36])[S:34][C:28]=2[N:27]([CH2:37][C:38]2[CH:43]=[CH:42][C:41]([C:44]3[C:45]([C:50]#[N:51])=[CH:46][CH:47]=[CH:48][CH:49]=3)=[CH:40][CH:39]=2)[C:26]1=[O:52])(C(C)(C)C)(C)C. (5) Given the product [F:20][C:19]1[C:18]2[C:13](=[C:14]([N:21]([CH3:30])[S:22]([C:25]3[S:26][CH:27]=[CH:28][CH:29]=3)(=[O:23])=[O:24])[CH:15]=[CH:16][CH:17]=2)[NH:12][C:11]=1[C:9]1[S:10][CH:6]([CH2:5][C:4]([OH:31])=[O:3])[CH2:7][N:8]=1, predict the reactants needed to synthesize it. The reactants are: C([O:3][C:4](=[O:31])[CH2:5][CH:6]1[S:10][C:9]([C:11]2[NH:12][C:13]3[C:18]([C:19]=2[F:20])=[CH:17][CH:16]=[CH:15][C:14]=3[N:21]([CH3:30])[S:22]([C:25]2[S:26][CH:27]=[CH:28][CH:29]=2)(=[O:24])=[O:23])=[N:8][CH2:7]1)C.[OH-].[Na+].Cl. (6) Given the product [CH3:1][O:2][C:3]1[CH:4]=[C:5]([CH:23]=[CH:24][C:25]=1[O:26][CH3:27])[CH2:6][CH:7]1[C:16]2[C:11](=[C:12]([O:21][CH3:22])[C:13]([O:19][CH3:20])=[C:14]([O:17][CH3:18])[CH:15]=2)[CH2:10][CH2:9][N:8]1[CH2:29][C:30]([NH:33][C@@H:34]1[C:42]2[C:37](=[CH:38][CH:39]=[CH:40][CH:41]=2)[CH2:36][C@@H:35]1[OH:43])=[O:31], predict the reactants needed to synthesize it. The reactants are: [CH3:1][O:2][C:3]1[CH:4]=[C:5]([CH:23]=[CH:24][C:25]=1[O:26][CH3:27])[CH2:6][CH:7]1[C:16]2[C:11](=[C:12]([O:21][CH3:22])[C:13]([O:19][CH3:20])=[C:14]([O:17][CH3:18])[CH:15]=2)[CH2:10][CH2:9][NH:8]1.Br[CH2:29][C:30](Br)=[O:31].[NH2:33][C@@H:34]1[C:42]2[C:37](=[CH:38][CH:39]=[CH:40][CH:41]=2)[CH2:36][C@@H:35]1[OH:43]. (7) Given the product [OH:1][C:2]1[N:7]([C:8]2[CH:13]=[CH:12][CH:11]=[CH:10][C:9]=2[N+:14]([O-:16])=[O:15])[C:6](=[O:17])[N:5]([CH2:18][C:19]2[CH:24]=[CH:23][CH:22]=[CH:21][CH:20]=2)[C:4](=[O:25])[C:3]=1[C:26]([NH:42][CH2:43][C:44]([OH:46])=[O:45])=[O:27], predict the reactants needed to synthesize it. The reactants are: [OH:1][C:2]1[N:7]([C:8]2[CH:13]=[CH:12][CH:11]=[CH:10][C:9]=2[N+:14]([O-:16])=[O:15])[C:6](=[O:17])[N:5]([CH2:18][C:19]2[CH:24]=[CH:23][CH:22]=[CH:21][CH:20]=2)[C:4](=[O:25])[C:3]=1[C:26](OCC)=[O:27].C1CCN2C(=NCCC2)CC1.[NH2:42][CH2:43][C:44]([OH:46])=[O:45].Cl. (8) Given the product [C:28]([O:27][C:25]([NH:1][CH2:2][C:3]1[N:4]([CH2:21][CH:22]([CH3:24])[CH3:23])[C:5](=[O:20])[C:6]2[C:11]([C:12]=1[C:13]1[CH:18]=[CH:17][CH:16]=[CH:15][CH:14]=1)=[CH:10][C:9]([Br:19])=[CH:8][CH:7]=2)=[O:26])([CH3:31])([CH3:30])[CH3:29], predict the reactants needed to synthesize it. The reactants are: [NH2:1][CH2:2][C:3]1[N:4]([CH2:21][CH:22]([CH3:24])[CH3:23])[C:5](=[O:20])[C:6]2[C:11]([C:12]=1[C:13]1[CH:18]=[CH:17][CH:16]=[CH:15][CH:14]=1)=[CH:10][C:9]([Br:19])=[CH:8][CH:7]=2.[C:25](O[C:25]([O:27][C:28]([CH3:31])([CH3:30])[CH3:29])=[O:26])([O:27][C:28]([CH3:31])([CH3:30])[CH3:29])=[O:26].O. (9) Given the product [F:1][C:2]1[C:7]([F:8])=[CH:6][CH:5]=[CH:4][C:3]=1[C:9]1[N:17]=[C:12]2[CH:13]=[N:14][N:15]([CH2:19][C:20]3[O:24][N:23]=[C:22]([C:25]4[N:26]=[C:27]([CH3:31])[O:28][C:29]=4[CH3:30])[CH:21]=3)[CH:16]=[C:11]2[N:10]=1, predict the reactants needed to synthesize it. The reactants are: [F:1][C:2]1[C:7]([F:8])=[CH:6][CH:5]=[CH:4][C:3]=1[C:9]1[N:17]=[C:12]2[CH:13]=[N:14][NH:15][CH:16]=[C:11]2[N:10]=1.Cl[CH2:19][C:20]1[O:24][N:23]=[C:22]([C:25]2[N:26]=[C:27]([CH3:31])[O:28][C:29]=2[CH3:30])[CH:21]=1.